This data is from Full USPTO retrosynthesis dataset with 1.9M reactions from patents (1976-2016). The task is: Predict the reactants needed to synthesize the given product. (1) Given the product [C:24]([C:3]1[CH:4]=[N:5][C:6]2[C:11]([C:2]=1[N:43]1[CH2:42][CH2:41][N:40]([C:38]([NH:37][C:34]3[CH:35]=[CH:36][C:31]([O:30][CH:28]([CH3:29])[CH3:27])=[CH:32][CH:33]=3)=[O:39])[CH2:45][CH2:44]1)=[CH:10][C:9]([O:12][CH3:13])=[C:8]([O:14][CH2:15][CH2:16][CH2:17][CH:18]1[CH2:23][CH2:22][CH2:21][NH:20][CH2:19]1)[CH:7]=2)#[N:25], predict the reactants needed to synthesize it. The reactants are: Cl[C:2]1[C:11]2[C:6](=[CH:7][C:8]([O:14][CH2:15][CH2:16][CH2:17][CH:18]3[CH2:23][CH2:22][CH2:21][NH:20][CH2:19]3)=[C:9]([O:12][CH3:13])[CH:10]=2)[N:5]=[CH:4][C:3]=1[C:24]#[N:25].Cl.[CH3:27][CH:28]([O:30][C:31]1[CH:36]=[CH:35][C:34]([NH:37][C:38]([N:40]2[CH2:45][CH2:44][NH:43][CH2:42][CH2:41]2)=[O:39])=[CH:33][CH:32]=1)[CH3:29]. (2) Given the product [CH3:18][O:17][C:13]1[CH:12]=[C:11]([C:6]2[C:7]3[CH2:8][CH2:9][N:25]([CH2:26][C:27]4[CH:28]=[N:29][CH:30]=[CH:31][CH:32]=4)[C:2]=3[N:3]=[C:4]([N:19]3[CH2:24][CH2:23][O:22][CH2:21][CH2:20]3)[N:5]=2)[CH:16]=[CH:15][CH:14]=1, predict the reactants needed to synthesize it. The reactants are: Cl[C:2]1[C:7]([CH2:8][CH2:9]Cl)=[C:6]([C:11]2[CH:16]=[CH:15][CH:14]=[C:13]([O:17][CH3:18])[CH:12]=2)[N:5]=[C:4]([N:19]2[CH2:24][CH2:23][O:22][CH2:21][CH2:20]2)[N:3]=1.[NH2:25][CH2:26][C:27]1[CH:28]=[N:29][CH:30]=[CH:31][CH:32]=1. (3) Given the product [NH:2]1[CH:6]=[C:5]([CH2:7][C:8]([NH:11][C@@H:12]([CH2:29][O:30][CH2:31][C:32]2[CH:37]=[CH:36][CH:35]=[CH:34][CH:33]=2)[C:13]([NH:15][C:16]2[CH:21]=[CH:20][CH:19]=[C:18]([O:22][C:23]3[CH:28]=[CH:27][CH:26]=[CH:25][CH:24]=3)[CH:17]=2)=[O:14])=[O:10])[N:4]=[CH:3]1, predict the reactants needed to synthesize it. The reactants are: Cl.[NH:2]1[CH:6]=[C:5]([CH2:7][C:8]([OH:10])=O)[N:4]=[CH:3]1.[NH2:11][C@@H:12]([CH2:29][O:30][CH2:31][C:32]1[CH:37]=[CH:36][CH:35]=[CH:34][CH:33]=1)[C:13]([NH:15][C:16]1[CH:21]=[CH:20][CH:19]=[C:18]([O:22][C:23]2[CH:28]=[CH:27][CH:26]=[CH:25][CH:24]=2)[CH:17]=1)=[O:14]. (4) Given the product [CH2:17]([O:19][C:4]1[CH:5]=[C:6]([CH:10]=[CH:11][C:12]=1[N+:13]([O-:15])=[O:14])[C:7]([OH:9])=[O:8])[CH3:18], predict the reactants needed to synthesize it. The reactants are: [OH-].[K+].F[C:4]1[CH:5]=[C:6]([CH:10]=[CH:11][C:12]=1[N+:13]([O-:15])=[O:14])[C:7]([OH:9])=[O:8].Cl.[CH2:17]([OH:19])[CH3:18]. (5) Given the product [CH3:14][O:15][CH2:16][O:1][C:2]1[CH:11]=[CH:10][CH:9]=[C:8]2[C:3]=1[CH:4]=[CH:5][CH:6]=[N:7]2, predict the reactants needed to synthesize it. The reactants are: [OH:1][C:2]1[CH:11]=[CH:10][CH:9]=[C:8]2[C:3]=1[CH:4]=[CH:5][CH:6]=[N:7]2.[H-].[Na+].[CH3:14][O:15][CH2:16]Cl. (6) Given the product [CH3:1][C:2]1[CH:7]=[CH:6][C:5]([S:8]([CH:11]([N+:12]#[C-:13])[C:14]2[CH:19]=[CH:18][C:17]([O:69][CH3:68])=[CH:16][CH:15]=2)(=[O:10])=[O:9])=[CH:4][CH:3]=1, predict the reactants needed to synthesize it. The reactants are: [CH3:1][C:2]1[CH:7]=[CH:6][C:5]([S:8]([CH:11]([C:14]2[CH:19]=[CH:18][CH:17]=[C:16](I)[CH:15]=2)[N+:12]#[C-:13])(=[O:10])=[O:9])=[CH:4][CH:3]=1.CN1C(C2SC3N=CN=C(N)C=3N=2)=C(C2C=CC=CC=2)N=C1C#C[Si](C)(C)C.IC1C=C(C(N[CH:68]=[O:69])S(C2C=CC(C)=CC=2)(=O)=O)C=CC=1. (7) Given the product [CH3:12][N:13]([C:21]1[CH:26]=[CH:25][C:24]([C:2]2[CH:3]=[N:4][C:5]3[C:10]([CH:11]=2)=[CH:9][CH:8]=[CH:7][CH:6]=3)=[CH:23][CH:22]=1)[C:14](=[O:20])[O:15][C:16]([CH3:19])([CH3:17])[CH3:18], predict the reactants needed to synthesize it. The reactants are: Br[C:2]1[CH:3]=[N:4][C:5]2[C:10]([CH:11]=1)=[CH:9][CH:8]=[CH:7][CH:6]=2.[CH3:12][N:13]([C:21]1[CH:26]=[CH:25][C:24](B2OC(C)(C)C(C)(C)O2)=[CH:23][CH:22]=1)[C:14](=[O:20])[O:15][C:16]([CH3:19])([CH3:18])[CH3:17]. (8) Given the product [C:1]([O:5][C:6]([C:8]1[CH:9]=[CH:10][C:11]([NH:14][C:15]([CH:17]2[NH:22][CH2:21][CH:20]([O:23][CH:24]3[CH2:29][CH2:28][N:27]([C:30]([O:32][C:1]([CH3:4])([CH3:3])[CH3:2])=[O:31])[CH2:26][CH2:25]3)[CH2:19][CH:18]2[C:33]2[CH:38]=[CH:37][CH:36]=[CH:35][CH:34]=2)=[O:16])=[CH:12][CH:13]=1)=[O:7])([CH3:4])([CH3:2])[CH3:3].[C:1]([O:5][C:6]([C:8]1[CH:9]=[CH:10][C:11]([NH:14][C:15]([CH:17]2[NH:22][CH2:21][CH:20]([O:23][CH:24]3[CH2:29][CH2:28][N:27]([C:30]([O:32][C:1]([CH3:4])([CH3:3])[CH3:2])=[O:31])[CH2:26][CH2:25]3)[CH2:19][CH:18]2[CH:33]2[CH2:38][CH2:37][CH2:36][CH2:35][CH2:34]2)=[O:16])=[CH:12][CH:13]=1)=[O:7])([CH3:4])([CH3:2])[CH3:3], predict the reactants needed to synthesize it. The reactants are: [C:1]([O:5][C:6]([C:8]1[CH:13]=[CH:12][C:11]([NH:14][C:15]([C:17]2[N:22]=[CH:21][C:20]([O:23][CH:24]3[CH2:29][CH2:28][N:27]([C:30]([O-:32])=[O:31])[CH2:26][CH2:25]3)=[CH:19][C:18]=2[C:33]2[CH:38]=[CH:37][CH:36]=[CH:35][CH:34]=2)=[O:16])=[CH:10][CH:9]=1)=[O:7])([CH3:4])([CH3:3])[CH3:2].Cl.